This data is from Peptide-MHC class I binding affinity with 185,985 pairs from IEDB/IMGT. The task is: Regression. Given a peptide amino acid sequence and an MHC pseudo amino acid sequence, predict their binding affinity value. This is MHC class I binding data. (1) The MHC is Patr-B2401 with pseudo-sequence Patr-B2401. The peptide sequence is VDQDLVGWPA. The binding affinity (normalized) is 0.295. (2) The peptide sequence is KYYIYRLYF. The MHC is HLA-C06:02 with pseudo-sequence HLA-C06:02. The binding affinity (normalized) is 0.0847.